From a dataset of Reaction yield outcomes from USPTO patents with 853,638 reactions. Predict the reaction yield, written as a fraction of the theoretical maximum amount of product (1.0 means a 100% yield; for example, 0.34 means a 34% yield). The reactants are [CH3:1][O:2][C:3](=[O:14])[CH:4]=[CH:5][C:6]1[CH:11]=[CH:10][C:9]([CH:12]=O)=[CH:8][CH:7]=1.[F:15][C:16]([F:26])([F:25])[C:17]1[CH:22]=[CH:21][C:20]([N+:23]#[C-:24])=[CH:19][CH:18]=1.[O:27]1[CH2:32][CH2:31][N:30]([CH2:33][CH2:34][NH2:35])[CH2:29][CH2:28]1.[CH:36](O)=[O:37].C[OH:40]. No catalyst specified. The product is [CH3:1][O:2][C:3](=[O:14])/[CH:4]=[CH:5]/[C:6]1[CH:11]=[CH:10][C:9]([CH:12]([N:35]([CH:36]=[O:37])[CH2:34][CH2:33][N:30]2[CH2:31][CH2:32][O:27][CH2:28][CH2:29]2)[C:24](=[O:40])[NH:23][C:20]2[CH:19]=[CH:18][C:17]([C:16]([F:25])([F:26])[F:15])=[CH:22][CH:21]=2)=[CH:8][CH:7]=1. The yield is 0.502.